Dataset: Peptide-MHC class II binding affinity with 134,281 pairs from IEDB. Task: Regression. Given a peptide amino acid sequence and an MHC pseudo amino acid sequence, predict their binding affinity value. This is MHC class II binding data. (1) The peptide sequence is SMSLFEVDQTKIQYV. The binding affinity (normalized) is 0.362. The MHC is DRB1_1301 with pseudo-sequence DRB1_1301. (2) The peptide sequence is STIFPFRRLFMVADV. The MHC is DRB3_0202 with pseudo-sequence DRB3_0202. The binding affinity (normalized) is 0.0992. (3) The MHC is DRB4_0101 with pseudo-sequence DRB4_0103. The binding affinity (normalized) is 0.218. The peptide sequence is MGMFNMLSTVLGVSI. (4) The peptide sequence is EIKYFAATQFEPLAA. The MHC is HLA-DPA10201-DPB10501 with pseudo-sequence HLA-DPA10201-DPB10501. The binding affinity (normalized) is 0.586. (5) The peptide sequence is GHLQIVDKIDAAFKI. The MHC is DRB1_0401 with pseudo-sequence DRB1_0401. The binding affinity (normalized) is 0.378. (6) The peptide sequence is ELYYAIYKASPTLAF. The MHC is DRB1_0405 with pseudo-sequence DRB1_0405. The binding affinity (normalized) is 0.617. (7) The peptide sequence is HVKHFVINLIGDFEV. The MHC is DRB1_0901 with pseudo-sequence DRB1_0901. The binding affinity (normalized) is 0.431. (8) The peptide sequence is SEPGKYTAYEGQRVVF. The MHC is DRB1_0802 with pseudo-sequence DRB1_0802. The binding affinity (normalized) is 0.164.